This data is from Peptide-MHC class I binding affinity with 185,985 pairs from IEDB/IMGT. The task is: Regression. Given a peptide amino acid sequence and an MHC pseudo amino acid sequence, predict their binding affinity value. This is MHC class I binding data. (1) The peptide sequence is IEEMIKKSEIY. The MHC is Mamu-B17 with pseudo-sequence Mamu-B17. The binding affinity (normalized) is 0. (2) The peptide sequence is AAARNFQPI. The MHC is H-2-Kb with pseudo-sequence H-2-Kb. The binding affinity (normalized) is 0.257. (3) The peptide sequence is VVVPDYGTYK. The MHC is Mamu-B8301 with pseudo-sequence Mamu-B8301. The binding affinity (normalized) is 0.395. (4) The peptide sequence is PQIGGEAIFL. The MHC is HLA-A02:01 with pseudo-sequence HLA-A02:01. The binding affinity (normalized) is 0.0515. (5) The MHC is HLA-B40:01 with pseudo-sequence HLA-B40:01. The binding affinity (normalized) is 0.0847. The peptide sequence is VPADHRLAF. (6) The peptide sequence is SLPITVYYA. The MHC is HLA-A02:01 with pseudo-sequence HLA-A02:01. The binding affinity (normalized) is 0.529. (7) The peptide sequence is GAGKRVYYL. The MHC is Patr-B0101 with pseudo-sequence Patr-B0101. The binding affinity (normalized) is 0.